This data is from Forward reaction prediction with 1.9M reactions from USPTO patents (1976-2016). The task is: Predict the product of the given reaction. (1) Given the reactants [CH2:1]([N:8]([C:21]1[C:26]([Cl:27])=[CH:25][C:24]([C:28]([F:31])([F:30])[F:29])=[CH:23][N:22]=1)[S:9]([C:12]1[CH:20]=[CH:19][C:15]([C:16]([OH:18])=O)=[CH:14][CH:13]=1)(=[O:11])=[O:10])[C:2]1[CH:7]=[CH:6][CH:5]=[CH:4][CH:3]=1.[CH3:32][NH:33][CH3:34], predict the reaction product. The product is: [CH2:1]([N:8]([C:21]1[C:26]([Cl:27])=[CH:25][C:24]([C:28]([F:30])([F:31])[F:29])=[CH:23][N:22]=1)[S:9]([C:12]1[CH:20]=[CH:19][C:15]([C:16]([N:33]([CH3:34])[CH3:32])=[O:18])=[CH:14][CH:13]=1)(=[O:10])=[O:11])[C:2]1[CH:7]=[CH:6][CH:5]=[CH:4][CH:3]=1. (2) The product is: [CH3:1][C:2]1[N:6]([CH:7]2[CH2:12][CH2:11][CH2:10][CH2:9][O:8]2)[N:5]=[C:4]([NH2:13])[CH:3]=1. Given the reactants [CH3:1][C:2]1[N:6]([CH:7]2[CH2:12][CH2:11][CH2:10][CH2:9][O:8]2)[N:5]=[C:4]([NH:13]C(=O)C)[CH:3]=1.[OH-].[K+], predict the reaction product. (3) Given the reactants [CH2:1]([S:3]([C:6]1[CH:7]=[C:8]([C:12]2[CH:20]=[C:19]([C:21](O)=[O:22])[CH:18]=[C:17]3[C:13]=2[C:14]2[CH:27]=[C:26]([CH3:28])[CH:25]=[N:24][C:15]=2[NH:16]3)[CH:9]=[CH:10][CH:11]=1)(=[O:5])=[O:4])[CH3:2].C1C=CC2N(O)N=NC=2C=1.C(Cl)CCl.[CH3:43][N:44]1[CH2:49][CH2:48][NH:47][CH2:46][CH2:45]1, predict the reaction product. The product is: [CH2:1]([S:3]([C:6]1[CH:7]=[C:8]([C:12]2[CH:20]=[C:19]([C:21]([N:47]3[CH2:48][CH2:49][N:44]([CH3:43])[CH2:45][CH2:46]3)=[O:22])[CH:18]=[C:17]3[C:13]=2[C:14]2[CH:27]=[C:26]([CH3:28])[CH:25]=[N:24][C:15]=2[NH:16]3)[CH:9]=[CH:10][CH:11]=1)(=[O:4])=[O:5])[CH3:2]. (4) Given the reactants [F:1][C:2]1[CH:7]=[CH:6][C:5]([NH:8][C:9]2[C:10]3[CH2:18][CH2:17][NH:16][CH2:15][C:11]=3[N:12]=[CH:13][N:14]=2)=[CH:4][CH:3]=1.Cl[C:20]1[C:25]([Cl:26])=[CH:24][CH:23]=[CH:22][N:21]=1.C(N(CC)C(C)C)(C)C, predict the reaction product. The product is: [Cl:26][C:25]1[C:20]([N:16]2[CH2:17][CH2:18][C:10]3[C:9]([NH:8][C:5]4[CH:4]=[CH:3][C:2]([F:1])=[CH:7][CH:6]=4)=[N:14][CH:13]=[N:12][C:11]=3[CH2:15]2)=[N:21][CH:22]=[CH:23][CH:24]=1. (5) Given the reactants Cl.[NH2:2][C:3]1[CH:4]=[N:5][C:6]2[C:11]([C:12]=1[OH:13])=[CH:10][CH:9]=[C:8]([F:14])[CH:7]=2.C(N(CC)CC)C.[C:22](O[C:22](=O)[CH2:23][CH2:24][CH3:25])(=O)[CH2:23][CH2:24][CH3:25].[OH-].[Na+], predict the reaction product. The product is: [F:14][C:8]1[CH:9]=[CH:10][C:11]2[C:12]3[O:13][C:22]([CH2:23][CH2:24][CH3:25])=[N:2][C:3]=3[CH:4]=[N:5][C:6]=2[CH:7]=1. (6) Given the reactants [NH:1]1[CH2:6][CH2:5][O:4][CH2:3][CH2:2]1.[C:7]([N:10]1[C:19]2[C:14](=[CH:15][C:16](Br)=[CH:17][CH:18]=2)[C@H:13]([NH:21]C(=O)OCC2C=CC=CC=2)[C@@H:12]([CH3:32])[C@@H:11]1[CH:33]1[CH2:35][CH2:34]1)(=[O:9])[CH3:8].CC(C)([O-])C.[Na+].CN(C1C(C2C(P(C3CCCCC3)C3CCCCC3)=CC=CC=2)=CC=CC=1)C, predict the reaction product. The product is: [NH2:21][C@H:13]1[C:14]2[C:19](=[CH:18][CH:17]=[C:16]([N:1]3[CH2:6][CH2:5][O:4][CH2:3][CH2:2]3)[CH:15]=2)[N:10]([C:7](=[O:9])[CH3:8])[C@@H:11]([CH:33]2[CH2:35][CH2:34]2)[C@@H:12]1[CH3:32]. (7) Given the reactants C([O:3][C:4](=O)[CH2:5][C:6](=O)[C:7]1[CH:12]=[C:11]([O:13][CH3:14])[C:10]([O:15][CH3:16])=[C:9]([O:17][CH3:18])[CH:8]=1)C.[NH2:21][NH2:22], predict the reaction product. The product is: [CH3:18][O:17][C:9]1[CH:8]=[C:7]([C:6]2[CH2:5][C:4](=[O:3])[NH:21][N:22]=2)[CH:12]=[C:11]([O:13][CH3:14])[C:10]=1[O:15][CH3:16].